This data is from Reaction yield outcomes from USPTO patents with 853,638 reactions. The task is: Predict the reaction yield, written as a fraction of the theoretical maximum amount of product (1.0 means a 100% yield; for example, 0.34 means a 34% yield). The reactants are [H-].[Na+].F[C:4]1[CH:5]=[C:6]2[C:11](=[CH:12][C:13]=1[O:14][CH3:15])[N:10]=[C:9]([C:16]1[CH:21]=[CH:20][CH:19]=[C:18]([C:22]([F:25])([F:24])[F:23])[CH:17]=1)[C:8]([CH3:26])=[C:7]2[C:27]([OH:29])=[O:28].[CH2:30]([S-:32])[CH3:31].[Na+].I[CH3:35]. The catalyst is CS(C)=O.O. The product is [CH2:30]([S:32][C:4]1[CH:5]=[C:6]2[C:11](=[CH:12][C:13]=1[O:14][CH3:15])[N:10]=[C:9]([C:16]1[CH:21]=[CH:20][CH:19]=[C:18]([C:22]([F:24])([F:25])[F:23])[CH:17]=1)[C:8]([CH3:26])=[C:7]2[C:27]([O:29][CH3:35])=[O:28])[CH3:31]. The yield is 0.770.